The task is: Regression/Classification. Given a drug SMILES string, predict its absorption, distribution, metabolism, or excretion properties. Task type varies by dataset: regression for continuous measurements (e.g., permeability, clearance, half-life) or binary classification for categorical outcomes (e.g., BBB penetration, CYP inhibition). For this dataset (vdss_lombardo), we predict log10(VDss) (log10 of volume of distribution in L/kg).. This data is from Volume of distribution at steady state (VDss) regression data from Lombardo et al.. (1) The molecule is C[NH+]1CCN(CC(=O)N2c3ccccc3C(=O)Nc3cccnc32)CC1. The log10(VDss) is 0.230. (2) The drug is NS(=O)(=O)c1cc(C(=O)[O-])c(NCc2ccco2)cc1Cl. The log10(VDss) is -0.920. (3) The molecule is CCO/N=C(/C(=O)NC1C(=O)N2C(C(=O)[O-])=C(Sc3nc(-c4cc[n+](C)cc4)cs3)CSC12)c1nsc(NP(=O)([O-])O)n1. The log10(VDss) is -0.280. (4) The compound is CC(c1nc(-c2ccc(C#N)cc2)cs1)C(O)(Cn1cncn1)c1cc(F)ccc1F. The log10(VDss) is 0.730.